Dataset: Forward reaction prediction with 1.9M reactions from USPTO patents (1976-2016). Task: Predict the product of the given reaction. (1) Given the reactants [N+:1]([C:4]1[CH:17]=[C:16]([C:18]([F:21])([F:20])[F:19])[CH:15]=[CH:14][C:5]=1[CH2:6]C(N)C(OCC)=O)([O-])=O.[Cl:22][C:23]1[CH:31]=[CH:30][C:26]([C:27](Cl)=[O:28])=[CH:25][CH:24]=1.[CH2:32]([N:34](CC)CC)[CH3:33].[H][H].[N:41]1([C:46]([C:48]2[CH:55]=[CH:54][C:51]([CH:52]=O)=[CH:50][CH:49]=2)=[O:47])[CH2:45][CH:44]=[CH:43][CH2:42]1.C(O)(=[O:58])C.C(O[BH-](OC(=O)C)OC(=O)C)(=O)C.[Na+], predict the reaction product. The product is: [Cl:22][C:23]1[CH:31]=[CH:30][C:26]([C:27]([N:34]2[CH2:6][C:5]3[CH:14]=[CH:15][C:16]([C:18]([F:19])([F:20])[F:21])=[CH:17][C:4]=3[N:1]([CH2:52][C:51]3[CH:54]=[CH:55][C:48]([C:46]([N:41]4[CH2:45][CH:44]=[CH:43][CH2:42]4)=[O:47])=[CH:49][CH:50]=3)[C:33](=[O:58])[CH2:32]2)=[O:28])=[CH:25][CH:24]=1. (2) Given the reactants [NH2:1][C:2]1[CH:3]=[CH:4][C:5]([O:24][CH2:25][CH3:26])=[C:6]([C:8]2[NH:13][C:12](=[O:14])[C:11]3=[C:15]([CH3:23])[N:16]=[C:17]([CH:18]4[CH2:22][CH2:21][CH2:20][CH2:19]4)[N:10]3[N:9]=2)[CH:7]=1.[N:27]1[O:31][N:30]=[C:29]2[C:32]([S:36](Cl)(=[O:38])=[O:37])=[CH:33][CH:34]=[CH:35][C:28]=12.N1C=CC=CC=1, predict the reaction product. The product is: [CH2:25]([O:24][C:5]1[CH:4]=[CH:3][C:2]([NH:1][S:36]([C:32]2[C:29]3=[N:30][O:31][N:27]=[C:28]3[CH:35]=[CH:34][CH:33]=2)(=[O:38])=[O:37])=[CH:7][C:6]=1[C:8]1[NH:13][C:12](=[O:14])[C:11]2=[C:15]([CH3:23])[N:16]=[C:17]([CH:18]3[CH2:22][CH2:21][CH2:20][CH2:19]3)[N:10]2[N:9]=1)[CH3:26]. (3) Given the reactants [NH:1]1[CH:5]=[C:4]([C:6]2[CH:14]=[C:13]3[C:9]([C:10]([CH3:18])([CH3:17])[C:11](=[O:16])[N:12]3[CH3:15])=[CH:8][CH:7]=2)[N:3]=[CH:2]1.FC(F)(F)S(O[CH2:25][C:26]([F:29])([F:28])[F:27])(=O)=O, predict the reaction product. The product is: [CH3:15][N:12]1[C:13]2[C:9](=[CH:8][CH:7]=[C:6]([C:4]3[N:3]=[CH:2][N:1]([CH2:25][C:26]([F:29])([F:28])[F:27])[CH:5]=3)[CH:14]=2)[C:10]([CH3:18])([CH3:17])[C:11]1=[O:16]. (4) Given the reactants [CH:1]1([C:5](=[O:11])[CH2:6][C:7]([O:9][CH3:10])=[O:8])[CH2:4][CH2:3][CH2:2]1.[H-].[Na+].[F:14][C:15]([F:28])([F:27])[S:16](O[S:16]([C:15]([F:28])([F:27])[F:14])(=[O:18])=[O:17])(=[O:18])=[O:17], predict the reaction product. The product is: [CH:1]1([C:5]([O:11][S:16]([C:15]([F:28])([F:27])[F:14])(=[O:18])=[O:17])=[CH:6][C:7]([O:9][CH3:10])=[O:8])[CH2:2][CH2:3][CH2:4]1. (5) Given the reactants [N+:1]([C:4]1[N:9]=[CH:8][C:7]([CH2:10][C:11]([O:13][CH2:14][CH3:15])=[O:12])=[CH:6][CH:5]=1)([O-])=O, predict the reaction product. The product is: [NH2:1][C:4]1[N:9]=[CH:8][C:7]([CH2:10][C:11]([O:13][CH2:14][CH3:15])=[O:12])=[CH:6][CH:5]=1.